Dataset: Full USPTO retrosynthesis dataset with 1.9M reactions from patents (1976-2016). Task: Predict the reactants needed to synthesize the given product. (1) The reactants are: [F:1][C:2]1[CH:10]=[CH:9][C:5]([C:6]([OH:8])=O)=[CH:4][C:3]=1[NH:11][C:12]([C:14]1[N:18]2[CH:19]=[CH:20][CH:21]=[CH:22][C:17]2=[N:16][CH:15]=1)=[O:13].CN(C(ON1N=NC2C=CC=NC1=2)=[N+](C)C)C.F[P-](F)(F)(F)(F)F.[NH2:47][C@@H:48]([CH2:57][OH:58])[C@H:49]([C:51]1[CH:56]=[CH:55][CH:54]=[CH:53][CH:52]=1)[OH:50].C(N(C(C)C)CC)(C)C. Given the product [OH:50][C@@H:49]([C:51]1[CH:56]=[CH:55][CH:54]=[CH:53][CH:52]=1)[C@@H:48]([NH:47][C:6]([C:5]1[CH:9]=[CH:10][C:2]([F:1])=[C:3]([NH:11][C:12]([C:14]2[N:18]3[CH:19]=[CH:20][CH:21]=[CH:22][C:17]3=[N:16][CH:15]=2)=[O:13])[CH:4]=1)=[O:8])[CH2:57][OH:58], predict the reactants needed to synthesize it. (2) The reactants are: [CH3:1][C:2]1[C:7]([C:8]2[N:9]([C:17]3[CH:22]=[CH:21][C:20]([S:23]([NH2:26])(=[O:25])=[O:24])=[CH:19][CH:18]=3)[CH:10]=[C:11]([C:13]([F:16])([F:15])[F:14])[N:12]=2)=[CH:6][CH:5]=[CH:4][N:3]=1.[C:27](O[C:27](=[O:30])[CH2:28][CH3:29])(=[O:30])[CH2:28][CH3:29].C(N(CC)CC)C. Given the product [CH3:1][C:2]1[C:7]([C:8]2[N:9]([C:17]3[CH:22]=[CH:21][C:20]([S:23]([NH:26][C:27](=[O:30])[CH2:28][CH3:29])(=[O:25])=[O:24])=[CH:19][CH:18]=3)[CH:10]=[C:11]([C:13]([F:14])([F:15])[F:16])[N:12]=2)=[CH:6][CH:5]=[CH:4][N:3]=1, predict the reactants needed to synthesize it. (3) Given the product [C:41]([S:39]([NH:38][CH:37]([C:34]1[CH:33]=[CH:32][C:31]([Cl:30])=[CH:36][CH:35]=1)[C:4]1[C:3]([C:1]#[N:2])=[C:7]([N:8]2[CH2:13][CH2:12][O:11][CH2:10][CH2:9]2)[S:6][C:5]=1[C:14]([OH:16])=[O:15])=[O:40])([CH3:44])([CH3:42])[CH3:43], predict the reactants needed to synthesize it. The reactants are: [C:1]([C:3]1[C:4](I)=[C:5]([C:14]([OH:16])=[O:15])[S:6][C:7]=1[N:8]1[CH2:13][CH2:12][O:11][CH2:10][CH2:9]1)#[N:2].O1CCCC1.C1([Li])C=CC=CC=1.[Cl:30][C:31]1[CH:36]=[CH:35][C:34](/[CH:37]=[N:38]/[S:39]([C:41]([CH3:44])([CH3:43])[CH3:42])=[O:40])=[CH:33][CH:32]=1.CO.C(O)(=O)C. (4) The reactants are: C1(C)C=CC(S(O)(=O)=O)=CC=1.[NH2:12][C@H:13]1[C@@H:16]([O:17][CH2:18][CH:19]([CH3:21])[CH3:20])[NH:15][C:14]1=[O:22].C(N(C(C)C)CC)(C)C.[I:32][C:33]1[CH:38]=[CH:37][C:36]([C:39](Cl)([C:46]2[CH:51]=[CH:50][CH:49]=[CH:48][CH:47]=2)[C:40]2[CH:45]=[CH:44][CH:43]=[CH:42][CH:41]=2)=[CH:35][CH:34]=1. Given the product [I:32][C:33]1[CH:34]=[CH:35][C:36]([C:39]([NH:12][C@H:13]2[C@@H:16]([O:17][CH2:18][CH:19]([CH3:20])[CH3:21])[NH:15][C:14]2=[O:22])([C:40]2[CH:41]=[CH:42][CH:43]=[CH:44][CH:45]=2)[C:46]2[CH:51]=[CH:50][CH:49]=[CH:48][CH:47]=2)=[CH:37][CH:38]=1, predict the reactants needed to synthesize it. (5) Given the product [C:1]([O:5][C:6]([N:8]1[CH2:15][CH:14]2[N:16]([C:17]([O:19][C:20]([CH3:21])([CH3:23])[CH3:22])=[O:18])[CH:10]([CH2:11][C:12]([C:40]3[S:41][C:42]([CH2:46][CH2:47][O:48][C:53]4[CH:54]=[C:55]([CH3:56])[C:50]([Cl:49])=[C:51]([CH3:58])[CH:52]=4)=[C:43]([CH3:45])[N:44]=3)=[C:13]2[C:24](=[O:39])[N:25]([CH:36]2[CH2:38][CH2:37]2)[CH2:26][C:27]2[CH:32]=[CH:31][CH:30]=[C:29]([O:33][CH3:34])[C:28]=2[CH3:35])[CH2:9]1)=[O:7])([CH3:4])([CH3:2])[CH3:3], predict the reactants needed to synthesize it. The reactants are: [C:1]([O:5][C:6]([N:8]1[CH2:15][CH:14]2[N:16]([C:17]([O:19][C:20]([CH3:23])([CH3:22])[CH3:21])=[O:18])[CH:10]([CH2:11][C:12]([C:40]3[S:41][C:42]([CH2:46][CH2:47][OH:48])=[C:43]([CH3:45])[N:44]=3)=[C:13]2[C:24](=[O:39])[N:25]([CH:36]2[CH2:38][CH2:37]2)[CH2:26][C:27]2[CH:32]=[CH:31][CH:30]=[C:29]([O:33][CH3:34])[C:28]=2[CH3:35])[CH2:9]1)=[O:7])([CH3:4])([CH3:3])[CH3:2].[Cl:49][C:50]1[C:55]([CH3:56])=[CH:54][C:53](O)=[CH:52][C:51]=1[CH3:58]. (6) Given the product [C:14]([O-:29])(=[O:28])[CH2:15][CH2:16][CH2:17][CH2:18][CH2:19][CH2:20][CH2:21][CH2:22][CH2:23][CH2:24][CH2:25][CH2:26][CH3:27].[In+3:5].[C:14]([O-:29])(=[O:28])[CH2:15][CH2:16][CH2:17][CH2:18][CH2:19][CH2:20][CH2:21][CH2:22][CH2:23][CH2:24][CH2:25][CH2:26][CH3:27].[C:14]([O-:29])(=[O:28])[CH2:15][CH2:16][CH2:17][CH2:18][CH2:19][CH2:20][CH2:21][CH2:22][CH2:23][CH2:24][CH2:25][CH2:26][CH3:27], predict the reactants needed to synthesize it. The reactants are: C([O-])(=O)C.[In+3:5].C([O-])(=O)C.C([O-])(=O)C.[C:14]([OH:29])(=[O:28])[CH2:15][CH2:16][CH2:17][CH2:18][CH2:19][CH2:20][CH2:21][CH2:22][CH2:23][CH2:24][CH2:25][CH2:26][CH3:27].C=CCCCCCCCCCCCCCCCC. (7) Given the product [I:12][C:13]1[CH:18]=[CH:17][N:16]=[C:15]2[N:10]([C:3]3[CH:4]=[CH:5][C:6]([F:9])=[C:7]([F:8])[C:2]=3[F:1])[N:11]=[CH:20][C:14]=12, predict the reactants needed to synthesize it. The reactants are: [F:1][C:2]1[C:7]([F:8])=[C:6]([F:9])[CH:5]=[CH:4][C:3]=1[NH:10][NH2:11].[I:12][C:13]1[CH:18]=[CH:17][N:16]=[C:15](F)[C:14]=1[CH:20]=O.